The task is: Regression. Given two drug SMILES strings and cell line genomic features, predict the synergy score measuring deviation from expected non-interaction effect.. This data is from NCI-60 drug combinations with 297,098 pairs across 59 cell lines. (1) Drug 1: C1=CC(=CC=C1C#N)C(C2=CC=C(C=C2)C#N)N3C=NC=N3. Drug 2: C1=CN(C(=O)N=C1N)C2C(C(C(O2)CO)O)O.Cl. Cell line: HL-60(TB). Synergy scores: CSS=57.6, Synergy_ZIP=4.44, Synergy_Bliss=1.92, Synergy_Loewe=7.12, Synergy_HSA=7.76. (2) Drug 1: C1CC(=O)NC(=O)C1N2CC3=C(C2=O)C=CC=C3N. Drug 2: C1CC(C1)(C(=O)O)C(=O)O.[NH2-].[NH2-].[Pt+2]. Cell line: HOP-92. Synergy scores: CSS=34.8, Synergy_ZIP=-2.55, Synergy_Bliss=-4.19, Synergy_Loewe=-9.63, Synergy_HSA=-1.66.